This data is from Reaction yield outcomes from USPTO patents with 853,638 reactions. The task is: Predict the reaction yield, written as a fraction of the theoretical maximum amount of product (1.0 means a 100% yield; for example, 0.34 means a 34% yield). (1) The catalyst is C1COCC1.O. The reactants are [CH2:1]([N:8]([CH2:20][C:21]1[CH:26]=[CH:25][CH:24]=[CH:23][CH:22]=1)[C:9]1[CH:14]=[CH:13][C:12]([C:15]([F:18])([F:17])[F:16])=[C:11](Cl)[N:10]=1)[C:2]1[CH:7]=[CH:6][CH:5]=[CH:4][CH:3]=1.[CH3:27][O:28][Na]. The yield is 0.910. The product is [CH2:1]([N:8]([CH2:20][C:21]1[CH:26]=[CH:25][CH:24]=[CH:23][CH:22]=1)[C:9]1[CH:14]=[CH:13][C:12]([C:15]([F:18])([F:17])[F:16])=[C:11]([O:28][CH3:27])[N:10]=1)[C:2]1[CH:7]=[CH:6][CH:5]=[CH:4][CH:3]=1. (2) The reactants are Cl.[NH2:2][C:3]1[CH:8]=[CH:7][CH:6]=[C:5]([C:9]2[CH:14]=[CH:13][CH:12]=[C:11]([C:15]3[NH:19][N:18]=[N:17][N:16]=3)[CH:10]=2)[C:4]=1[OH:20].[N:21]([O-])=O.[Na+].[CH3:25][C:26]1([CH3:42])[C:34]2[C:29](=[CH:30][CH:31]=[C:32]([N:35]3[C:39](=[O:40])[CH2:38][C:37]([CH3:41])=[N:36]3)[CH:33]=2)[CH2:28][CH2:27]1.C(=O)(O)[O-].[Na+]. The catalyst is Cl.C(O)C. The product is [CH3:25][C:26]1([CH3:42])[C:34]2[C:29](=[CH:30][CH:31]=[C:32]([N:35]3[C:39](=[O:40])[C:38](=[N:21][NH:2][C:3]4[C:4]([OH:20])=[C:5]([C:9]5[CH:14]=[CH:13][CH:12]=[C:11]([C:15]6[NH:19][N:18]=[N:17][N:16]=6)[CH:10]=5)[CH:6]=[CH:7][CH:8]=4)[C:37]([CH3:41])=[N:36]3)[CH:33]=2)[CH2:28][CH2:27]1. The yield is 0.738. (3) The reactants are [I:1]I.[CH3:3][S:4]([C:7]1[CH:13]=[CH:12][C:10]([NH2:11])=[CH:9][CH:8]=1)(=[O:6])=[O:5]. The catalyst is C(O)C.S([O-])([O-])(=O)=O.[Ag+2]. The product is [I:1][C:12]1[CH:13]=[C:7]([S:4]([CH3:3])(=[O:5])=[O:6])[CH:8]=[CH:9][C:10]=1[NH2:11]. The yield is 0.640. (4) The reactants are [Cl:1][C:2]1[S:6][C:5]([C:7]([OH:9])=O)=[CH:4][C:3]=1[C:10]1[N:14]([CH3:15])[N:13]=[CH:12][C:11]=1[Cl:16].[NH2:17][C@@H:18]([CH2:31][C:32]1[CH:37]=[CH:36][C:35]([F:38])=[CH:34][CH:33]=1)[CH2:19][N:20]1[C:28](=[O:29])[C:27]2[C:22](=[CH:23][CH:24]=[CH:25][CH:26]=2)[C:21]1=[O:30].CC(OC(N[C@H](C(O)=O)CC1C=CC=CC=1C(F)(F)F)=O)(C)C.C1CN([P+](Br)(N2CCCC2)N2CCCC2)CC1.F[P-](F)(F)(F)(F)F.CCN(C(C)C)C(C)C. The catalyst is C(Cl)(Cl)Cl. The product is [Cl:1][C:2]1[S:6][C:5]([C:7]([NH:17][C@@H:18]([CH2:31][C:32]2[CH:33]=[CH:34][C:35]([F:38])=[CH:36][CH:37]=2)[CH2:19][N:20]2[C:28](=[O:29])[C:27]3[C:22](=[CH:23][CH:24]=[CH:25][CH:26]=3)[C:21]2=[O:30])=[O:9])=[CH:4][C:3]=1[C:10]1[N:14]([CH3:15])[N:13]=[CH:12][C:11]=1[Cl:16]. The yield is 0.170.